From a dataset of Catalyst prediction with 721,799 reactions and 888 catalyst types from USPTO. Predict which catalyst facilitates the given reaction. Reactant: [CH3:1][O:2][C:3]1[CH:12]=[CH:11][C:10]2[C:5](=[CH:6][CH:7]=[C:8]([C:13]3[CH:18]=[CH:17][CH:16]=[C:15]([O:19][CH3:20])[CH:14]=3)[CH:9]=2)[C:4]=1[CH:21]=[O:22].NS(O)(=O)=[O:25].Cl[O-].[Na+]. Product: [CH3:1][O:2][C:3]1[CH:12]=[CH:11][C:10]2[C:5](=[CH:6][CH:7]=[C:8]([C:13]3[CH:18]=[CH:17][CH:16]=[C:15]([O:19][CH3:20])[CH:14]=3)[CH:9]=2)[C:4]=1[C:21]([OH:25])=[O:22]. The catalyst class is: 283.